From a dataset of Reaction yield outcomes from USPTO patents with 853,638 reactions. Predict the reaction yield, written as a fraction of the theoretical maximum amount of product (1.0 means a 100% yield; for example, 0.34 means a 34% yield). (1) The reactants are [Cl:1][C:2]1[C:3]([C:19]2[C:27]3[C:22](=[CH:23][CH:24]=[CH:25][CH:26]=3)[NH:21][CH:20]=2)=[N:4][C:5]([NH:8][CH:9]2[CH2:14][N:13]([CH3:15])[CH2:12][CH:11]([C:16]([OH:18])=O)[CH2:10]2)=[N:6][CH:7]=1.[NH2:28][CH2:29][C:30]1[CH:35]=[CH:34][C:33]([NH:36][C:37](=[O:40])[CH:38]=[CH2:39])=[CH:32][CH:31]=1.CCN=C=NCCCN(C)C.C1C=CC2N(O)N=NC=2C=1.Cl. The yield is 0.461. The catalyst is CN(C=O)C. The product is [C:37]([NH:36][C:33]1[CH:34]=[CH:35][C:30]([CH2:29][NH:28][C:16]([CH:11]2[CH2:10][CH:9]([NH:8][C:5]3[N:4]=[C:3]([C:19]4[C:27]5[C:22](=[CH:23][CH:24]=[CH:25][CH:26]=5)[NH:21][CH:20]=4)[C:2]([Cl:1])=[CH:7][N:6]=3)[CH2:14][N:13]([CH3:15])[CH2:12]2)=[O:18])=[CH:31][CH:32]=1)(=[O:40])[CH:38]=[CH2:39]. (2) The reactants are Cl[C:2]1[N:12]=[C:11]2[C:5]([N:6]([CH3:17])[C:7](=[O:16])[CH2:8][CH2:9][N:10]2[CH2:13][C:14]#[N:15])=[CH:4][N:3]=1.[NH2:18][C:19]1[CH:34]=[CH:33][C:22]([C:23]([NH:25][CH:26]2[CH2:31][CH2:30][N:29]([CH3:32])[CH2:28][CH2:27]2)=[O:24])=[CH:21][C:20]=1[O:35][CH3:36].[OH2:37].[C:38]1([CH3:48])[CH:43]=C[C:41](S(O)(=O)=O)=[CH:40][CH:39]=1. The catalyst is CC(C)CC(O)C.O.CO.C(O)(C)C. The product is [CH3:36][O:35][C:20]1[CH:21]=[C:22]([CH:33]=[CH:34][C:19]=1[NH:18][C:2]1[N:12]=[C:11]2[C:5]([N:6]([CH3:17])[C:7](=[O:16])[CH2:8][CH2:9][N:10]2[CH2:13][C:14]([O:37][CH:40]([CH2:39][CH:38]([CH3:48])[CH3:43])[CH3:41])=[NH:15])=[CH:4][N:3]=1)[C:23]([NH:25][CH:26]1[CH2:27][CH2:28][N:29]([CH3:32])[CH2:30][CH2:31]1)=[O:24]. The yield is 0.0900. (3) The reactants are [CH3:1][O:2][C@H:3]1[C@@H:9]2[O:10][CH2:11][C@H:12]([O:13]C(C3C=CC=CC=3)=O)[C@@H:8]2[O:7][C@H:4]1[O:5][CH3:6].[OH-].[Na+].N1C=CC=CC=1.[CH3:30][S:31](Cl)(=[O:33])=[O:32]. The catalyst is CO.C(OCC)(=O)C.ClCCl. The product is [CH3:1][O:2][C@H:3]1[C@@H:9]2[O:10][CH2:11][C@H:12]([O:13][S:31]([CH3:30])(=[O:33])=[O:32])[C@@H:8]2[O:7][C@H:4]1[O:5][CH3:6]. The yield is 0.960. (4) The reactants are [Cl-].O[NH3+:3].[C:4](=[O:7])([O-])[OH:5].[Na+].[CH2:9]([N:11]1[CH2:16][CH2:15][CH:14]([N:17]2[C:22](=[O:23])[C:21]([CH2:24][C:25]3[CH:30]=[CH:29][C:28]([C:31]4[C:32]([C:37]#[N:38])=[CH:33][CH:34]=[CH:35][CH:36]=4)=[CH:27][CH:26]=3)=[C:20]([CH2:39][CH2:40][CH3:41])[N:19]3[N:42]=[CH:43][N:44]=[C:18]23)[CH2:13][CH2:12]1)[CH3:10]. The catalyst is CS(C)=O.C(OCC)(=O)C. The product is [CH2:9]([N:11]1[CH2:12][CH2:13][CH:14]([N:17]2[C:22](=[O:23])[C:21]([CH2:24][C:25]3[CH:30]=[CH:29][C:28]([C:31]4[CH:36]=[CH:35][CH:34]=[CH:33][C:32]=4[C:37]4[NH:3][C:4](=[O:7])[O:5][N:38]=4)=[CH:27][CH:26]=3)=[C:20]([CH2:39][CH2:40][CH3:41])[N:19]3[N:42]=[CH:43][N:44]=[C:18]23)[CH2:15][CH2:16]1)[CH3:10]. The yield is 0.350. (5) The reactants are [CH2:1]([O:3][C:4]1[C:8]([CH2:9][CH2:10][CH2:11][OH:12])=[CH:7][N:6]([C:13]2[CH:18]=[CH:17][C:16]([C:19]([F:22])([F:21])[F:20])=[CH:15][N:14]=2)[N:5]=1)[CH3:2].O[C:24]1[CH:25]=[C:26]([CH2:30][C:31]([O:33]C)=[O:32])[CH:27]=[CH:28][CH:29]=1.C(P(CCCC)CCCC)CCC.N(C(N1CCCCC1)=O)=NC(N1CCCCC1)=O. The yield is 0.530. The product is [CH2:1]([O:3][C:4]1[C:8]([CH2:9][CH2:10][CH2:11][O:12][C:24]2[CH:25]=[C:26]([CH2:30][C:31]([OH:33])=[O:32])[CH:27]=[CH:28][CH:29]=2)=[CH:7][N:6]([C:13]2[CH:18]=[CH:17][C:16]([C:19]([F:21])([F:20])[F:22])=[CH:15][N:14]=2)[N:5]=1)[CH3:2]. The catalyst is O1CCCC1. (6) The reactants are C1CN([P+](ON2N=N[C:20]3[CH:21]=[CH:22][CH:23]=[CH:24][C:19]2=3)(N2CCCC2)N2CCCC2)CC1.F[P-](F)(F)(F)(F)F.CN(C=[O:38])C.[CH3:39][N:40]1[CH2:45][CH2:44]O[CH2:42][CH2:41]1.[NH:46]([CH3:48])[CH3:47].[CH3:49][C:50]([O:53]C)([CH3:52])[CH3:51].[CH3:55][CH2:56][O:57]C(C)=O. The catalyst is CN(C1C=CN=CC=1)C. The product is [C:50]([O:53][C:39]([N:40]1[CH2:41][CH2:42][C:55]([C:56](=[O:57])[N:46]([CH3:48])[CH3:47])([C:19]2[CH:20]=[CH:21][CH:22]=[CH:23][CH:24]=2)[CH2:44][CH2:45]1)=[O:38])([CH3:49])([CH3:51])[CH3:52]. The yield is 0.900. (7) The reactants are [F:1][C:2]1[N:7]=[C:6]([C:8]([OH:10])=O)[CH:5]=[CH:4][CH:3]=1.CCN=C=NCCCN(C)C.Cl.[Cl:23][C:24]1[C:32]([C:33]#[N:34])=[CH:31][CH:30]=[C:29]2[C:25]=1[CH:26]=[C:27]([CH:40]([F:42])[F:41])[N:28]2[CH2:35][C:36]([NH:38][NH2:39])=O.S(Cl)(C1C=CC(C)=CC=1)(=O)=O. The catalyst is CC#N. The product is [Cl:23][C:24]1[C:32]([C:33]#[N:34])=[CH:31][CH:30]=[C:29]2[C:25]=1[CH:26]=[C:27]([CH:40]([F:41])[F:42])[N:28]2[CH2:35][C:36]1[O:10][C:8]([C:6]2[CH:5]=[CH:4][CH:3]=[C:2]([F:1])[N:7]=2)=[N:39][N:38]=1. The yield is 0.310. (8) The reactants are [NH2:1][C:2]1[N:6]([C:7]2[CH:14]=[CH:13][C:10]([C:11]#[N:12])=[CH:9][CH:8]=2)[N:5]=[C:4]([C:15]([CH3:18])([CH3:17])[CH3:16])[CH:3]=1.[OH-].[Na+].Cl[C:22]([O:24][CH2:25][C:26]([Cl:29])([Cl:28])[Cl:27])=[O:23]. The catalyst is CCOC(C)=O. The product is [Cl:27][C:26]([Cl:29])([Cl:28])[CH2:25][O:24][C:22](=[O:23])[NH:1][C:2]1[N:6]([C:7]2[CH:14]=[CH:13][C:10]([C:11]#[N:12])=[CH:9][CH:8]=2)[N:5]=[C:4]([C:15]([CH3:18])([CH3:17])[CH3:16])[CH:3]=1. The yield is 0.790. (9) The reactants are [Cl:1][C:2]1[CH:7]=[CH:6][C:5]([C:8]2([CH2:11][NH:12][C:13]([C:15]3[CH:20]=[CH:19][C:18]([S:21](Cl)(=[O:23])=[O:22])=[C:17]([F:25])[CH:16]=3)=[O:14])[CH2:10][CH2:9]2)=[CH:4][CH:3]=1.C(#N)C.[S:29]1[C:33]([NH2:34])=[N:32][CH:31]=[N:30]1.[OH-].[Na+].O1CCOCC1.O. No catalyst specified. The product is [Cl:1][C:2]1[CH:7]=[CH:6][C:5]([C:8]2([CH2:11][NH:12][C:13](=[O:14])[C:15]3[CH:20]=[CH:19][C:18]([S:21]([NH:34][C:33]4[S:29][N:30]=[CH:31][N:32]=4)(=[O:23])=[O:22])=[C:17]([F:25])[CH:16]=3)[CH2:10][CH2:9]2)=[CH:4][CH:3]=1. The yield is 0.150.